Dataset: Reaction yield outcomes from USPTO patents with 853,638 reactions. Task: Predict the reaction yield, written as a fraction of the theoretical maximum amount of product (1.0 means a 100% yield; for example, 0.34 means a 34% yield). The reactants are [BH4-].[Na+].[O:3]=[C:4]1[CH2:9][N:8]([C:10]([O:12][C:13]([CH3:16])([CH3:15])[CH3:14])=[O:11])[C@H:7]([C:17]([O:19][CH2:20][CH3:21])=[O:18])[CH2:6][CH2:5]1. The catalyst is CCO. The product is [OH:3][C@@H:4]1[CH2:9][N:8]([C:10]([O:12][C:13]([CH3:14])([CH3:15])[CH3:16])=[O:11])[C@H:7]([C:17]([O:19][CH2:20][CH3:21])=[O:18])[CH2:6][CH2:5]1. The yield is 0.800.